Dataset: Forward reaction prediction with 1.9M reactions from USPTO patents (1976-2016). Task: Predict the product of the given reaction. (1) Given the reactants [F:1][C:2]1[CH:7]=[CH:6][C:5]([N:8]2[C:11](=[O:12])[C@H:10]([S:13][CH2:14][CH:15]([C:17]3[CH:22]=[CH:21][C:20]([F:23])=[CH:19][CH:18]=3)[OH:16])[C@H:9]2[C:24]2[CH:43]=[CH:42][C:27]([O:28][CH2:29][C:30]([NH:32][C@H:33]([C:39](O)=[O:40])[CH2:34][CH2:35][C:36](=[O:38])[NH2:37])=[O:31])=[CH:26][CH:25]=2)=[CH:4][CH:3]=1.Cl.[NH2:45][C@@H:46]([C:55]([O:57]C(C)(C)C)=[O:56])[CH2:47][C:48]1[CH:53]=[CH:52][C:51]([OH:54])=[CH:50][CH:49]=1.CN1CCOCC1.CN(C(ON1N=NC2C=CC=CC1=2)=[N+](C)C)C.[B-](F)(F)(F)F, predict the reaction product. The product is: [F:1][C:2]1[CH:7]=[CH:6][C:5]([N:8]2[C:11](=[O:12])[C@H:10]([S:13][CH2:14][CH:15]([C:17]3[CH:22]=[CH:21][C:20]([F:23])=[CH:19][CH:18]=3)[OH:16])[C@H:9]2[C:24]2[CH:25]=[CH:26][C:27]([O:28][CH2:29][C:30]([NH:32][C@H:33]([C:39]([NH:45][C@@H:46]([C:55]([OH:57])=[O:56])[CH2:47][C:48]3[CH:49]=[CH:50][C:51]([OH:54])=[CH:52][CH:53]=3)=[O:40])[CH2:34][CH2:35][C:36](=[O:38])[NH2:37])=[O:31])=[CH:42][CH:43]=2)=[CH:4][CH:3]=1. (2) Given the reactants [CH3:1][N:2]1[CH2:7][CH2:6][N:5]([C:8]2[CH:9]=[C:10]([CH:15]=[C:16]([N+:18]([O-])=O)[CH:17]=2)[C:11]([O:13]C)=[O:12])[CH2:4][CH2:3]1.[OH-].[Na+], predict the reaction product. The product is: [NH2:18][C:16]1[CH:15]=[C:10]([CH:9]=[C:8]([N:5]2[CH2:6][CH2:7][N:2]([CH3:1])[CH2:3][CH2:4]2)[CH:17]=1)[C:11]([OH:13])=[O:12].